This data is from Forward reaction prediction with 1.9M reactions from USPTO patents (1976-2016). The task is: Predict the product of the given reaction. The product is: [CH3:46][O:49][P:50]([C:36]1[CH:37]=[C:38]2[C:33](=[CH:34][CH:35]=1)[NH:32][N:31]=[C:30]2[C:25]1[NH:26][C:27]2[C:23]([CH:24]=1)=[CH:22][C:21]([O:20][CH2:19][CH2:18][N:12]1[CH2:17][CH2:16][CH2:15][CH2:14][CH2:13]1)=[CH:29][CH:28]=2)(=[O:51])[OH:61]. Given the reactants N12CCCN=C1CCCCC2.[N:12]1([CH2:18][CH2:19][O:20][C:21]2[CH:22]=[C:23]3[C:27](=[CH:28][CH:29]=2)[NH:26][C:25]([C:30]2[C:38]4[C:33](=[CH:34][CH:35]=[C:36](O)[CH:37]=4)[NH:32][N:31]=2)=[CH:24]3)[CH2:17][CH2:16][CH2:15][CH2:14][CH2:13]1.[N+](C1C=C[C:46]([O:49][P:50](C)(=[O:61])[O:51]C2C=CC([N+]([O-])=O)=CC=2)=CC=1)([O-])=O.C(=O)(O)[O-].[Na+], predict the reaction product.